From a dataset of Peptide-MHC class II binding affinity with 134,281 pairs from IEDB. Regression. Given a peptide amino acid sequence and an MHC pseudo amino acid sequence, predict their binding affinity value. This is MHC class II binding data. (1) The binding affinity (normalized) is 0.846. The peptide sequence is AFKVAATAANAAEAN. The MHC is DRB1_0401 with pseudo-sequence DRB1_0401. (2) The peptide sequence is YDKFLALVSTVLTGK. The MHC is DRB1_0405 with pseudo-sequence DRB1_0405. The binding affinity (normalized) is 0.670. (3) The peptide sequence is VALAVVTLLAIIKGI. The MHC is DRB1_0101 with pseudo-sequence DRB1_0101. The binding affinity (normalized) is 0.321. (4) The peptide sequence is LVKYVNGDGDVVAVD. The MHC is HLA-DPA10201-DPB10501 with pseudo-sequence HLA-DPA10201-DPB10501. The binding affinity (normalized) is 0.